From a dataset of Forward reaction prediction with 1.9M reactions from USPTO patents (1976-2016). Predict the product of the given reaction. (1) Given the reactants Cl[C:2](=[O:25])[CH2:3][CH2:4][C:5]1[CH:14]=[CH:13][C:12]([C:15]2[CH:24]=[CH:23][C:18]([C:19]([O:21][CH3:22])=[O:20])=[CH:17][CH:16]=2)=[C:11]2[C:6]=1[CH:7]=[CH:8][CH:9]=[N:10]2.[CH3:26][N:27]1[CH2:32][CH2:31][NH:30][CH2:29][CH2:28]1.N1C=CC=CC=1, predict the reaction product. The product is: [CH3:26][N:27]1[CH2:32][CH2:31][N:30]([C:2](=[O:25])[CH2:3][CH2:4][C:5]2[CH:14]=[CH:13][C:12]([C:15]3[CH:24]=[CH:23][C:18]([C:19]([O:21][CH3:22])=[O:20])=[CH:17][CH:16]=3)=[C:11]3[C:6]=2[CH:7]=[CH:8][CH:9]=[N:10]3)[CH2:29][CH2:28]1. (2) Given the reactants C([N:8]1[CH2:13][CH2:12][N:11]([N:14]2[CH2:19][CH2:18][CH2:17][CH2:16][C:15]2=[O:20])[CH2:10][CH2:9]1)C1C=CC=CC=1, predict the reaction product. The product is: [N:11]1([N:14]2[CH2:19][CH2:18][CH2:17][CH2:16][C:15]2=[O:20])[CH2:10][CH2:9][NH:8][CH2:13][CH2:12]1. (3) Given the reactants [I:1][C:2]1[CH:3]=[CH:4][C:5]([C:8]2([C:12]#N)[CH2:11][CH2:10][CH2:9]2)=[N:6][CH:7]=1.[OH2:14].CC(O)=[O:17].S(=O)(=O)(O)O, predict the reaction product. The product is: [I:1][C:2]1[CH:3]=[CH:4][C:5]([C:8]2([C:12]([OH:17])=[O:14])[CH2:11][CH2:10][CH2:9]2)=[N:6][CH:7]=1. (4) Given the reactants [NH2:1][CH2:2][CH2:3][CH2:4][S:5][C:6]1[C:14]2[C:13](=[O:15])[N:12]([CH3:16])[C:11](=[O:17])[N:10]([CH2:18][CH:19]([CH3:21])[CH3:20])[C:9]=2[S:8][C:7]=1[CH2:22][C:23]1[C:32]2[C:27](=[CH:28][CH:29]=[CH:30][CH:31]=2)[CH:26]=[CH:25][CH:24]=1.[CH3:33][N:34]([CH3:38])[C:35](Cl)=[O:36], predict the reaction product. The product is: [CH3:16][N:12]1[C:13](=[O:15])[C:14]2[C:6]([S:5][CH2:4][CH2:3][CH2:2][NH:1][C:35]([N:34]([CH3:38])[CH3:33])=[O:36])=[C:7]([CH2:22][C:23]3[C:32]4[C:27](=[CH:28][CH:29]=[CH:30][CH:31]=4)[CH:26]=[CH:25][CH:24]=3)[S:8][C:9]=2[N:10]([CH2:18][CH:19]([CH3:20])[CH3:21])[C:11]1=[O:17].